From a dataset of NCI-60 drug combinations with 297,098 pairs across 59 cell lines. Regression. Given two drug SMILES strings and cell line genomic features, predict the synergy score measuring deviation from expected non-interaction effect. (1) Synergy scores: CSS=68.3, Synergy_ZIP=-0.354, Synergy_Bliss=-0.813, Synergy_Loewe=-21.6, Synergy_HSA=-0.868. Drug 2: C1C(C(OC1N2C=NC3=C2NC=NCC3O)CO)O. Cell line: HL-60(TB). Drug 1: C1C(C(OC1N2C=NC3=C(N=C(N=C32)Cl)N)CO)O. (2) Drug 2: C(CCl)NC(=O)N(CCCl)N=O. Synergy scores: CSS=5.58, Synergy_ZIP=-3.02, Synergy_Bliss=-4.10, Synergy_Loewe=-2.69, Synergy_HSA=-1.76. Cell line: MCF7. Drug 1: C1CC(C1)(C(=O)O)C(=O)O.[NH2-].[NH2-].[Pt+2].